Dataset: Full USPTO retrosynthesis dataset with 1.9M reactions from patents (1976-2016). Task: Predict the reactants needed to synthesize the given product. (1) Given the product [CH3:12][C:13]1[NH:14][CH:15]=[C:16]([CH2:18][NH:11][C:1]23[CH2:8][CH:7]4[CH2:6][CH:5]([CH2:4][CH:3]([CH2:9]4)[CH2:2]2)[CH2:10]3)[N:17]=1, predict the reactants needed to synthesize it. The reactants are: [C:1]12([NH2:11])[CH2:10][CH:5]3[CH2:6][CH:7]([CH2:9][CH:3]([CH2:4]3)[CH2:2]1)[CH2:8]2.[CH3:12][C:13]1[NH:14][CH:15]=[C:16]([CH:18]=O)[N:17]=1. (2) Given the product [C:13]1([C:10]2[CH:11]=[CH:57][CH:56]=[CH:55][CH:12]=2)[CH:65]=[CH:64][CH:63]=[C:62]([N:20]([C:21]2[CH:41]=[CH:40][C:24]3[O:25][C:26]4[CH:32]=[C:31]([N:33]([C:34]5[CH:35]=[CH:36][CH:37]=[CH:38][CH:39]=5)[C:43]5[CH:44]=[C:45]([C:49]6[CH:54]=[CH:53][CH:52]=[CH:51][CH:50]=6)[CH:46]=[CH:47][CH:48]=5)[CH:30]=[CH:29][C:27]=4[O:28][C:23]=3[CH:22]=2)[C:14]2[CH:19]=[CH:18][CH:17]=[CH:16][CH:15]=2)[CH:67]=1, predict the reactants needed to synthesize it. The reactants are: [C:10](P([C:10]([CH3:13])([CH3:12])[CH3:11])[C:10]([CH3:13])([CH3:12])[CH3:11])([CH3:13])([CH3:12])[CH3:11].[C:14]1([NH:20][C:21]2[CH:41]=[CH:40][C:24]3[O:25][C:26]4[CH:32]=[C:31]([NH:33][C:34]5[CH:39]=[CH:38][CH:37]=[CH:36][CH:35]=5)[CH:30]=[CH:29][C:27]=4[O:28][C:23]=3[CH:22]=2)[CH:19]=[CH:18][CH:17]=[CH:16][CH:15]=1.Br[C:43]1[CH:44]=[C:45]([C:49]2[CH:54]=[CH:53][CH:52]=[CH:51][CH:50]=2)[CH:46]=[CH:47][CH:48]=1.[CH3:55][C:56](C)([O-])[CH3:57].[Na+].C1(C)[C:62]([CH3:67])=[CH:63][CH:64]=[CH:65]C=1.